Dataset: Full USPTO retrosynthesis dataset with 1.9M reactions from patents (1976-2016). Task: Predict the reactants needed to synthesize the given product. (1) Given the product [Cl:14][C:2]1[O:3][C:4]2[CH:10]=[C:9]([OH:11])[CH:8]=[CH:7][C:5]=2[N:6]=1, predict the reactants needed to synthesize it. The reactants are: S[C:2]1[O:3][C:4]2[CH:10]=[C:9]([OH:11])[CH:8]=[CH:7][C:5]=2[N:6]=1.S(Cl)([Cl:14])=O.CN(C=O)C. (2) The reactants are: [NH2:1][C:2]1[N:7]=[C:6]([C:8]2[O:9][CH:10]=[CH:11][CH:12]=2)[C:5]([C:13]#[N:14])=[C:4](S(C)=O)[N:3]=1.[F:18][C:19]([F:29])([F:28])[C:20]1[CH:21]=[CH:22][C:23]([CH2:26][NH2:27])=[N:24][CH:25]=1. Given the product [NH2:1][C:2]1[N:7]=[C:6]([C:8]2[O:9][CH:10]=[CH:11][CH:12]=2)[C:5]([C:13]#[N:14])=[C:4]([NH:27][CH2:26][C:23]2[CH:22]=[CH:21][C:20]([C:19]([F:29])([F:18])[F:28])=[CH:25][N:24]=2)[N:3]=1, predict the reactants needed to synthesize it. (3) Given the product [CH:6]([C:5]1[CH:8]=[C:9]([N+:10]([O-:12])=[O:11])[C:2]([O:1][CH:24]([CH3:25])[C:23]([O:22][CH3:21])=[O:27])=[C:3]([CH3:13])[CH:4]=1)=[O:7], predict the reactants needed to synthesize it. The reactants are: [OH:1][C:2]1[C:9]([N+:10]([O-:12])=[O:11])=[CH:8][C:5]([CH:6]=[O:7])=[CH:4][C:3]=1[CH3:13].C1(O)C=CC=CC=1.[CH3:21][O:22][C:23](=[O:27])[CH:24](Br)[CH3:25]. (4) Given the product [C:29]([N:14]([CH2:13][C:12]1[CH:25]=[CH:26][C:9]([O:8][CH2:1][C:2]2[CH:3]=[CH:4][CH:5]=[CH:6][CH:7]=2)=[C:10]([O:27][CH3:28])[CH:11]=1)[CH2:15][CH2:16][NH:17][C:18](=[O:24])[O:19][C:20]([CH3:22])([CH3:23])[CH3:21])(=[O:36])[C:30]1[CH:35]=[CH:34][CH:33]=[CH:32][CH:31]=1, predict the reactants needed to synthesize it. The reactants are: [CH2:1]([O:8][C:9]1[CH:26]=[CH:25][C:12]([CH2:13][NH:14][CH2:15][CH2:16][NH:17][C:18](=[O:24])[O:19][C:20]([CH3:23])([CH3:22])[CH3:21])=[CH:11][C:10]=1[O:27][CH3:28])[C:2]1[CH:7]=[CH:6][CH:5]=[CH:4][CH:3]=1.[C:29](Cl)(=[O:36])[C:30]1[CH:35]=[CH:34][CH:33]=[CH:32][CH:31]=1.C(N(CC)CC)C. (5) Given the product [C:27]1([C:24]2[S:25][CH:26]=[C:22]([CH2:21][C:7]3[CH:8]=[N:9][CH:10]=[C:5]([CH:6]=3)[C:3]([O:2][CH3:1])=[O:4])[N:23]=2)[CH:28]=[CH:29][CH:30]=[CH:31][CH:32]=1, predict the reactants needed to synthesize it. The reactants are: [CH3:1][O:2][C:3]([C:5]1[CH:6]=[C:7](B(O)O)[CH:8]=[N:9][CH:10]=1)=[O:4].C(=O)([O-])[O-].[K+].[K+].Br[CH2:21][C:22]1[N:23]=[C:24]([C:27]2[CH:32]=[CH:31][CH:30]=[CH:29][CH:28]=2)[S:25][CH:26]=1.C1COCC1.